Dataset: Full USPTO retrosynthesis dataset with 1.9M reactions from patents (1976-2016). Task: Predict the reactants needed to synthesize the given product. Given the product [CH3:1][O:2][C:3]1[C:4](=[O:22])[C:5]([C:18]([OH:20])=[O:19])=[CH:6][N:7]2[C@H:12]3[CH2:13][C@@H:14]4[CH2:16][C@@H:15]4[C@H:11]3[N:10]([CH3:26])[C:9](=[O:17])[C:8]=12, predict the reactants needed to synthesize it. The reactants are: [CH3:1][O:2][C:3]1[C:4](=[O:22])[C:5]([C:18]([O:20]C)=[O:19])=[CH:6][N:7]2[C@H:12]3[CH2:13][C@@H:14]4[CH2:16][C@@H:15]4[C@H:11]3[NH:10][C:9](=[O:17])[C:8]=12.[H-].[Na+].I[CH3:26].[OH-].[Na+].Cl.